This data is from Reaction yield outcomes from USPTO patents with 853,638 reactions. The task is: Predict the reaction yield, written as a fraction of the theoretical maximum amount of product (1.0 means a 100% yield; for example, 0.34 means a 34% yield). (1) The reactants are Br[CH2:2][C:3]1[CH:12]=[CH:11][C:6]([C:7]([O:9][CH3:10])=[O:8])=[CH:5][CH:4]=1.B(O)(O)[C:14]1[CH:19]=[CH:18][CH:17]=[C:16]([C:20]([F:23])([F:22])[F:21])[CH:15]=1.C([O-])([O-])=O.[Na+].[Na+]. The catalyst is O1CCOCC1.O.C1C=CC(P(C2C=CC=CC=2)[C-]2C=CC=C2)=CC=1.C1C=CC(P(C2C=CC=CC=2)[C-]2C=CC=C2)=CC=1.Cl[Pd]Cl.[Fe+2]. The product is [F:21][C:20]([F:23])([F:22])[C:16]1[CH:15]=[C:14]([CH:19]=[CH:18][CH:17]=1)[CH2:2][C:3]1[CH:12]=[CH:11][C:6]([C:7]([O:9][CH3:10])=[O:8])=[CH:5][CH:4]=1. The yield is 0.850. (2) The reactants are [Cl:1][C:2]1[N:7]=[C:6]([C:8](N(OC)C)=[O:9])[C:5]([F:14])=[CH:4][CH:3]=1.[CH3:15][Mg]Br.Cl. The catalyst is O1CCCC1. The yield is 0.972. The product is [Cl:1][C:2]1[N:7]=[C:6]([C:8](=[O:9])[CH3:15])[C:5]([F:14])=[CH:4][CH:3]=1. (3) The reactants are Br[CH2:2][C:3]1[N:7]([CH3:8])[N:6]=[C:5]([N+:9]([O-:11])=[O:10])[CH:4]=1.[CH3:12][O-:13].[Na+]. The catalyst is CO. The product is [CH3:12][O:13][CH2:2][C:3]1[N:7]([CH3:8])[N:6]=[C:5]([N+:9]([O-:11])=[O:10])[CH:4]=1. The yield is 0.900. (4) The reactants are CCN(C(C)C)C(C)C.[C:10]1([C:19]2[CH:24]=[CH:23][CH:22]=[CH:21][CH:20]=2)[CH:15]=[CH:14][C:13]([C:16]([OH:18])=O)=[CH:12][CH:11]=1.C1C=CC2N(O)N=NC=2C=1.CCN=C=NCCCN(C)C.Cl.[CH3:47][O:48][C:49](=[O:53])[CH2:50][NH:51][CH3:52]. The catalyst is CN(C=O)C.O. The product is [CH3:47][O:48][C:49](=[O:53])[CH2:50][N:51]([C:16]([C:13]1[CH:12]=[CH:11][C:10]([C:19]2[CH:24]=[CH:23][CH:22]=[CH:21][CH:20]=2)=[CH:15][CH:14]=1)=[O:18])[CH3:52]. The yield is 0.770. (5) The reactants are [C:1]([C:3]1[CH:4]=[C:5]([NH2:9])[CH:6]=[CH:7][CH:8]=1)#[CH:2].[CH3:10][N:11]1[CH2:16][CH2:15][C:14](=O)[CH2:13][CH2:12]1.C(O)(C(F)(F)F)=O.C(O[BH-](OC(=O)C)OC(=O)C)(=O)C.[Na+].[NH4+].[OH-]. The catalyst is O1CCOCC1. The product is [C:1]([C:3]1[CH:4]=[C:5]([NH:9][CH:14]2[CH2:15][CH2:16][N:11]([CH3:10])[CH2:12][CH2:13]2)[CH:6]=[CH:7][CH:8]=1)#[CH:2]. The yield is 0.930. (6) The reactants are [OH:1][CH2:2][CH:3]([CH2:6][OH:7])[CH2:4][OH:5].[F:8][CH2:9][C:10]([CH2:12][F:13])=O.C(OC)(OC)OC.O.C1(C)C=CC(S(O)(=O)=O)=CC=1. The catalyst is C(N(CC)CC)C. The product is [F:8][CH2:9][C:10]1([CH2:12][F:13])[O:5][CH2:4][CH:3]([CH2:6][OH:7])[CH2:2][O:1]1. The yield is 0.434. (7) The reactants are [Li][CH2:2]CCC.CCCCCC.[CH3:12][O:13][C:14]1[CH:19]=[CH:18][C:17]([CH:20]2[O:25][C@@H:24]([CH:26]=O)[C:23]([CH3:29])([CH3:28])[CH2:22][O:21]2)=[CH:16][CH:15]=1. The catalyst is [Br-].C[P+](C1C=CC=CC=1)(C1C=CC=CC=1)C1C=CC=CC=1.O1CCCC1. The product is [CH3:29][C:23]1([CH3:28])[CH2:22][O:21][CH:20]([C:17]2[CH:16]=[CH:15][C:14]([O:13][CH3:12])=[CH:19][CH:18]=2)[O:25][C@H:24]1[CH:26]=[CH2:2]. The yield is 0.810. (8) The reactants are O[CH:2]1[C:10]2[C:5](=[C:6]([C:11]3[O:15][C:14]([C:16]4[CH:17]=[CH:18][C:19]([O:24][CH:25]([CH3:27])[CH3:26])=[C:20]([CH:23]=4)[C:21]#[N:22])=[N:13][CH:12]=3)[CH:7]=[CH:8][CH:9]=2)[CH2:4][CH2:3]1.S(Cl)(Cl)=O.C(NCC)(C)C.[CH2:38]([CH2:40][NH2:41])[OH:39]. The catalyst is C(Cl)Cl. The product is [OH:39][CH2:38][CH2:40][NH:41][CH:2]1[C:10]2[C:5](=[C:6]([C:11]3[O:15][C:14]([C:16]4[CH:17]=[CH:18][C:19]([O:24][CH:25]([CH3:27])[CH3:26])=[C:20]([CH:23]=4)[C:21]#[N:22])=[N:13][CH:12]=3)[CH:7]=[CH:8][CH:9]=2)[CH2:4][CH2:3]1. The yield is 0.600. (9) The reactants are [NH2:1][C:2]1[C:3]([NH:9][C@@H:10]2[CH2:14][C@H:13]([CH2:15][OH:16])[C@@H:12]([OH:17])[C@H:11]2[OH:18])=[N:4][CH:5]=[N:6][C:7]=1[Cl:8].O.[C:20]1(C)[CH:25]=CC(S(O)(=O)=O)=C[CH:21]=1.[CH3:31]OC(OC)OC.CC(C)=O.COC(OC)(C)C.C(=O)(O)[O-].[Na+]. The catalyst is CN(C)C=O. The product is [Cl:8][C:7]1[N:6]=[CH:5][N:4]=[C:3]2[C:2]=1[N:1]=[CH:31][N:9]2[C@H:10]1[C@@H:11]2[O:18][C:20]([CH3:25])([CH3:21])[O:17][C@@H:12]2[C@@H:13]([CH2:15][OH:16])[CH2:14]1. The yield is 0.530.